This data is from Catalyst prediction with 721,799 reactions and 888 catalyst types from USPTO. The task is: Predict which catalyst facilitates the given reaction. (1) Reactant: [F:1][C:2]1[CH:7]=[CH:6][C:5]([C@@H:8]2[CH2:13][NH:12][C:11](=O)[CH2:10][O:9]2)=[CH:4][C:3]=1[C:15]([F:18])([F:17])[F:16].[H-].[H-].[H-].[H-].[Li+].[Al+3]. Product: [F:1][C:2]1[CH:7]=[CH:6][C:5]([C@H:8]2[O:9][CH2:10][CH2:11][NH:12][CH2:13]2)=[CH:4][C:3]=1[C:15]([F:18])([F:16])[F:17]. The catalyst class is: 116. (2) Reactant: CC(C)([O-])C.[K+].[F:7][C:8]([F:29])([F:28])[O:9][C:10]1[CH:15]=[CH:14][C:13]([C:16]2[N:20]=[C:19]([C:21]3[CH:22]=[CH:23][C:24](=[O:27])[NH:25][N:26]=3)[O:18][N:17]=2)=[CH:12][CH:11]=1.Br[CH2:31][C:32]1[CH:37]=[CH:36][C:35]([CH3:38])=[CH:34][CH:33]=1.CN(C=O)C. Product: [CH3:31][C:32]1[CH:37]=[CH:36][C:35]([CH2:38][N:25]2[C:24](=[O:27])[CH:23]=[CH:22][C:21]([C:19]3[O:18][N:17]=[C:16]([C:13]4[CH:14]=[CH:15][C:10]([O:9][C:8]([F:28])([F:7])[F:29])=[CH:11][CH:12]=4)[N:20]=3)=[N:26]2)=[CH:34][CH:33]=1. The catalyst class is: 299. (3) The catalyst class is: 14. Product: [C:1]12([CH2:11][C:12]([NH:14][C:15]3[C:16]4[CH2:24][CH2:23][N:22]([CH2:26][CH2:27][CH2:28][OH:29])[CH2:21][C:17]=4[N:18]=[CH:19][N:20]=3)=[O:13])[CH2:2][CH:3]3[CH2:4][CH:5]([CH2:6][CH:7]([CH2:9]3)[CH2:8]1)[CH2:10]2. Reactant: [C:1]12([CH2:11][C:12]([NH:14][C:15]3[C:16]4[CH2:24][CH2:23][NH:22][CH2:21][C:17]=4[N:18]=[CH:19][N:20]=3)=[O:13])[CH2:10][CH:5]3[CH2:6][CH:7]([CH2:9][CH:3]([CH2:4]3)[CH2:2]1)[CH2:8]2.Br[CH2:26][CH2:27][CH2:28][OH:29].CCN(C(C)C)C(C)C. (4) Reactant: Br[C:2]1[S:3][CH:4]=[C:5]([Br:7])[N:6]=1.[NH:8]1[CH2:13][CH2:12][CH:11]([C:14]([NH2:16])=[O:15])[CH2:10][CH2:9]1. Product: [Br:7][C:5]1[N:6]=[C:2]([N:8]2[CH2:13][CH2:12][CH:11]([C:14]([NH2:16])=[O:15])[CH2:10][CH2:9]2)[S:3][CH:4]=1. The catalyst class is: 40. (5) Reactant: [NH2:1][C:2]1[N:3]=[N:4][CH:5]=[CH:6][CH:7]=1.[C:8](N1C=CN=C1)(N1C=CN=C1)=[O:9].[CH3:20][C:21]1[C:22]([CH2:28][N:29]([CH2:36][C:37]2[C:42]([CH:43]([CH3:45])[CH3:44])=[CH:41][CH:40]=[CH:39][N:38]=2)[CH:30]2[CH2:35][CH2:34][NH:33][CH2:32][CH2:31]2)=[N:23][CH:24]=[C:25]([CH3:27])[CH:26]=1. Product: [N:4]1[CH:5]=[CH:6][CH:7]=[C:2]([NH:1][C:8]([N:33]2[CH2:34][CH2:35][CH:30]([N:29]([CH2:28][C:22]3[C:21]([CH3:20])=[CH:26][C:25]([CH3:27])=[CH:24][N:23]=3)[CH2:36][C:37]3[C:42]([CH:43]([CH3:45])[CH3:44])=[CH:41][CH:40]=[CH:39][N:38]=3)[CH2:31][CH2:32]2)=[O:9])[N:3]=1. The catalyst class is: 2. (6) Reactant: [N:1]([C:4]([CH3:10])([CH3:9])[CH2:5][C:6](Cl)=[O:7])=[N+:2]=[N-:3].[NH:11]1[CH2:17][CH2:16][CH2:15][CH2:14][CH2:13][CH2:12]1.Cl. Product: [N:11]1([C:6](=[O:7])[CH2:5][C:4]([N:1]=[N+:2]=[N-:3])([CH3:10])[CH3:9])[CH2:17][CH2:16][CH2:15][CH2:14][CH2:13][CH2:12]1. The catalyst class is: 26.